This data is from Forward reaction prediction with 1.9M reactions from USPTO patents (1976-2016). The task is: Predict the product of the given reaction. (1) The product is: [CH2:16]([O:15][P:14]([CH2:19][CH:20]([OH:21])[CH2:22][C:5]1[CH:6]=[CH:7][C:2]([F:1])=[C:3]([CH3:10])[CH:4]=1)(=[O:18])[O:13][CH2:11][CH3:12])[CH3:17]. Given the reactants [F:1][C:2]1[CH:7]=[CH:6][C:5]([Mg]Br)=[CH:4][C:3]=1[CH3:10].[CH2:11]([O:13][P:14]([CH2:19][CH:20]1[CH2:22][O:21]1)(=[O:18])[O:15][CH2:16][CH3:17])[CH3:12].[Cl-].[NH4+], predict the reaction product. (2) The product is: [ClH:31].[ClH:31].[ClH:31].[NH2:8][C:9]1[CH:17]=[C:16]2[C:12]([CH2:13][CH2:14][CH2:15]2)=[CH:11][C:10]=1[O:18][CH2:19][C:20]1[N:21]=[CH:22][C:23]([C:26]([O:28][CH2:29][CH3:30])=[O:27])=[N:24][CH:25]=1. Given the reactants C(OC([NH:8][C:9]1[CH:17]=[C:16]2[C:12]([CH2:13][CH2:14][CH2:15]2)=[CH:11][C:10]=1[O:18][CH2:19][C:20]1[N:21]=[CH:22][C:23]([C:26]([O:28][CH2:29][CH3:30])=[O:27])=[N:24][CH:25]=1)=O)(C)(C)C.[ClH:31].C(OCC)(=O)C, predict the reaction product.